This data is from Catalyst prediction with 721,799 reactions and 888 catalyst types from USPTO. The task is: Predict which catalyst facilitates the given reaction. (1) Reactant: Cl.[CH3:2][O:3][C:4](=[O:23])[C@H:5]([CH2:7][C:8]1[CH:13]=[CH:12][C:11]([C:14]2[C:15](=[O:22])[N:16]([CH3:21])[CH:17]=[C:18]([Br:20])[CH:19]=2)=[CH:10][CH:9]=1)[NH2:6].[Br:24][C:25]1[CH:33]=[CH:32][C:31]([O:34][CH3:35])=[CH:30][C:26]=1[C:27](O)=[O:28].CCN(C(C)C)C(C)C.CN(C(ON1N=NC2C=CC=CC1=2)=[N+](C)C)C.F[P-](F)(F)(F)(F)F. Product: [CH3:2][O:3][C:4](=[O:23])[C@H:5]([CH2:7][C:8]1[CH:9]=[CH:10][C:11]([C:14]2[C:15](=[O:22])[N:16]([CH3:21])[CH:17]=[C:18]([Br:20])[CH:19]=2)=[CH:12][CH:13]=1)[NH:6][C:27]([C:26]1[CH:30]=[C:31]([O:34][CH3:35])[CH:32]=[CH:33][C:25]=1[Br:24])=[O:28]. The catalyst class is: 3. (2) Reactant: [NH2:1][C:2]1[CH:3]=[C:4]2[C:8](=[CH:9][CH:10]=1)[N:7]([CH:11]1[CH2:13][CH2:12]1)[C:6](=[O:14])[CH2:5]2.[C:15]([O:19][C:20](=[O:26])[NH:21][CH2:22][C@H:23]1[CH2:25][O:24]1)([CH3:18])([CH3:17])[CH3:16].FC(F)(F)S([O-])(=O)=O.[Li+]. Product: [C:15]([O:19][C:20](=[O:26])[NH:21][CH2:22][C@H:23]([OH:24])[CH2:25][NH:1][C:2]1[CH:3]=[C:4]2[C:8](=[CH:9][CH:10]=1)[N:7]([CH:11]1[CH2:12][CH2:13]1)[C:6](=[O:14])[CH2:5]2)([CH3:17])([CH3:16])[CH3:18]. The catalyst class is: 115. (3) Reactant: [C:1]([NH:5][C:6]([C:8]1[C:16]2[C:11](=[N:12][CH:13]=[C:14]([C:17]3[N:18]=[CH:19][CH:20]=[C:21]4[CH:25]=[CH:24][N:23](COCC[Si](C)(C)C)[C:22]=34)[N:15]=2)[N:10](COCC[Si](C)(C)C)[CH:9]=1)=[O:7])([CH3:4])([CH3:3])[CH3:2].FC(F)(F)C(O)=O. Product: [C:1]([NH:5][C:6]([C:8]1[C:16]2[C:11](=[N:12][CH:13]=[C:14]([C:17]3[N:18]=[CH:19][CH:20]=[C:21]4[CH:25]=[CH:24][NH:23][C:22]=34)[N:15]=2)[NH:10][CH:9]=1)=[O:7])([CH3:4])([CH3:2])[CH3:3]. The catalyst class is: 4. (4) Reactant: [CH2:1]([O:3][C:4](=[O:26])[CH2:5][CH:6]1[O:10][B:9]([OH:11])[C:8]2[CH:12]=[C:13]([O:17][C:18]3[CH:23]=[N:22][C:21]([C:24]#[N:25])=[CH:20][N:19]=3)[CH:14]=[C:15]([CH3:16])[C:7]1=2)[CH3:2].Cl.[NH2:28][OH:29].C(N(CC)CC)C. Product: [CH2:1]([O:3][C:4](=[O:26])[CH2:5][CH:6]1[O:10][B:9]([OH:11])[C:8]2[CH:12]=[C:13]([O:17][C:18]3[CH:23]=[N:22][C:21]([C:24](=[NH:25])[NH:28][OH:29])=[CH:20][N:19]=3)[CH:14]=[C:15]([CH3:16])[C:7]1=2)[CH3:2]. The catalyst class is: 5. (5) Reactant: [F:1][C:2]([F:18])([F:17])[C:3]1[CH:4]=[C:5]([CH:14]=[CH:15][CH:16]=1)[NH:6][CH2:7][CH2:8][C:9]([O:11][CH2:12][CH3:13])=[O:10].[Cl:19][CH2:20][C:21](Cl)=[O:22].C([N+](CCCC)(CCCC)CCCC)CCC.C([O-])([O-])=O.[K+].[K+]. Product: [Cl:19][CH2:20][C:21]([N:6]([CH2:7][CH2:8][C:9]([O:11][CH2:12][CH3:13])=[O:10])[C:5]1[CH:14]=[CH:15][CH:16]=[C:3]([C:2]([F:17])([F:18])[F:1])[CH:4]=1)=[O:22]. The catalyst class is: 34.